This data is from NCI-60 drug combinations with 297,098 pairs across 59 cell lines. The task is: Regression. Given two drug SMILES strings and cell line genomic features, predict the synergy score measuring deviation from expected non-interaction effect. Drug 1: CCCS(=O)(=O)NC1=C(C(=C(C=C1)F)C(=O)C2=CNC3=C2C=C(C=N3)C4=CC=C(C=C4)Cl)F. Drug 2: C1=CC=C(C(=C1)C(C2=CC=C(C=C2)Cl)C(Cl)Cl)Cl. Cell line: UO-31. Synergy scores: CSS=9.93, Synergy_ZIP=-2.15, Synergy_Bliss=7.93, Synergy_Loewe=4.89, Synergy_HSA=7.55.